Dataset: Catalyst prediction with 721,799 reactions and 888 catalyst types from USPTO. Task: Predict which catalyst facilitates the given reaction. (1) Reactant: [ClH:1].[CH3:2][O:3][C:4]1[CH:5]=[C:6]2[C:10](=[CH:11][CH:12]=1)[NH:9][N:8]=[C:7]2[C:13]([NH:15][CH2:16][CH:17]1[CH2:22][CH2:21][N:20](C(OC(C)(C)C)=O)[CH2:19][CH2:18]1)=[O:14]. Product: [ClH:1].[CH3:2][O:3][C:4]1[CH:5]=[C:6]2[C:10](=[CH:11][CH:12]=1)[NH:9][N:8]=[C:7]2[C:13]([NH:15][CH2:16][CH:17]1[CH2:22][CH2:21][NH:20][CH2:19][CH2:18]1)=[O:14]. The catalyst class is: 798. (2) Reactant: [CH3:1][C:2]1[CH:7]=[CH:6][N:5]=[C:4]2[CH:8]=[CH:9][NH:10][C:3]=12.[I:11]N1C(=O)CCC1=O. Product: [I:11][C:8]1[C:4]2=[N:5][CH:6]=[CH:7][C:2]([CH3:1])=[C:3]2[NH:10][CH:9]=1. The catalyst class is: 1. (3) Reactant: ClCCl.Br[C:5]1[CH:10]=[CH:9][N:8]=[C:7]2[CH2:11][N:12]([CH2:15][CH2:16][C:17]3[CH:26]=[CH:25][C:24]4[C:19](=[CH:20][CH:21]=[CH:22][CH:23]=4)[N:18]=3)[C:13](=[O:14])[C:6]=12.[CH3:27][C:28]1[CH:29]=[N:30][CH:31]=[CH:32][C:33]=1B(O)O.C([O-])([O-])=O.[Cs+].[Cs+]. Product: [CH3:27][C:28]1[CH:29]=[N:30][CH:31]=[CH:32][C:33]=1[C:5]1[CH:10]=[CH:9][N:8]=[C:7]2[CH2:11][N:12]([CH2:15][CH2:16][C:17]3[CH:26]=[CH:25][C:24]4[C:19](=[CH:20][CH:21]=[CH:22][CH:23]=4)[N:18]=3)[C:13](=[O:14])[C:6]=12. The catalyst class is: 12.